From a dataset of Forward reaction prediction with 1.9M reactions from USPTO patents (1976-2016). Predict the product of the given reaction. (1) Given the reactants C[N:2](C)/[CH:3]=[CH:4]/[C:5]([C:7]1[C:12](=[O:13])[CH:11]=[CH:10][N:9]([C:14]2[CH:19]=[CH:18][CH:17]=[C:16]([S:20]([CH3:23])(=[O:22])=[O:21])[CH:15]=2)[N:8]=1)=O.[S:25]1[CH:29]=[CH:28][N:27]=[C:26]1[NH:30]N, predict the reaction product. The product is: [CH3:23][S:20]([C:16]1[CH:15]=[C:14]([N:9]2[CH:10]=[CH:11][C:12](=[O:13])[C:7]([C:5]3[N:30]([C:26]4[S:25][CH:29]=[CH:28][N:27]=4)[N:2]=[CH:3][CH:4]=3)=[N:8]2)[CH:19]=[CH:18][CH:17]=1)(=[O:22])=[O:21]. (2) The product is: [N:1]1([CH2:6][CH2:7][O:8][C:9]2[CH:10]=[C:11]([CH:16]=[CH:17][CH:18]=2)[C:12]([OH:14])=[O:13])[CH2:5][CH2:4][CH2:3][CH2:2]1. Given the reactants [N:1]1([CH2:6][CH2:7][O:8][C:9]2[CH:10]=[C:11]([CH:16]=[CH:17][CH:18]=2)[C:12]([O:14]C)=[O:13])[CH2:5][CH2:4][CH2:3][CH2:2]1.[OH-].[Na+], predict the reaction product. (3) Given the reactants [Cl:1][C:2]1[CH:3]=[N:4][CH:5]=[C:6]([C:8]#[CH:9])[CH:7]=1.[F:10][C:11]1[CH:20]=[CH:19][C:18](I)=[CH:17][C:12]=1[C:13]([NH:15][CH3:16])=[O:14].C(N(CC)CC)C, predict the reaction product. The product is: [Cl:1][C:2]1[CH:7]=[C:6]([C:8]#[C:9][C:18]2[CH:19]=[CH:20][C:11]([F:10])=[C:12]([CH:17]=2)[C:13]([NH:15][CH3:16])=[O:14])[CH:5]=[N:4][CH:3]=1. (4) Given the reactants [CH2:1]=[C:2]1[CH2:7][CH:6]2[C:8]([CH3:10])([CH3:9])[C:3]1([CH3:11])[CH2:4][CH2:5]2.[Se](=O)=[O:13], predict the reaction product. The product is: [CH2:1]=[C:2]1[C:7](=[O:13])[CH:6]2[C:8]([CH3:10])([CH3:9])[C:3]1([CH3:11])[CH2:4][CH2:5]2. (5) Given the reactants [C:1]([O:5][C:6]([N:8]1[CH2:13][C@@H:12]([C:14](=[O:37])[NH:15][CH2:16][C:17]2([CH2:31][CH2:32][CH2:33][CH2:34][O:35][CH3:36])[C:30]3[CH:29]=[CH:28][CH:27]=[CH:26][C:25]=3[O:24][C:23]3[C:18]2=[CH:19][CH:20]=[CH:21][CH:22]=3)[CH2:11][C@H:10]([C:38]([OH:40])=O)[CH2:9]1)=[O:7])([CH3:4])([CH3:3])[CH3:2].[CH3:41][CH:42]([CH3:46])[CH2:43][CH2:44][NH2:45], predict the reaction product. The product is: [C:1]([O:5][C:6]([N:8]1[CH2:9][C@@H:10]([C:38](=[O:40])[NH:45][CH2:44][CH2:43][CH:42]([CH3:46])[CH3:41])[CH2:11][C@H:12]([C:14](=[O:37])[NH:15][CH2:16][C:17]2([CH2:31][CH2:32][CH2:33][CH2:34][O:35][CH3:36])[C:30]3[CH:29]=[CH:28][CH:27]=[CH:26][C:25]=3[O:24][C:23]3[C:18]2=[CH:19][CH:20]=[CH:21][CH:22]=3)[CH2:13]1)=[O:7])([CH3:3])([CH3:4])[CH3:2]. (6) Given the reactants [CH2:1]([C:3]1[NH:4][C:5]2[C:10]([C:11]=1[I:12])=[CH:9][CH:8]=[C:7]([N+:13]([O-:15])=[O:14])[CH:6]=2)[CH3:2].CN(C=O)C.[CH2:21](I)[CH3:22], predict the reaction product. The product is: [CH2:21]([N:4]1[C:5]2[C:10](=[CH:9][CH:8]=[C:7]([N+:13]([O-:15])=[O:14])[CH:6]=2)[C:11]([I:12])=[C:3]1[CH2:1][CH3:2])[CH3:22]. (7) Given the reactants [CH3:1][O:2][C:3](=[O:17])[C:4]([C:6]1[CH:11]=[CH:10][C:9]([S:12]([CH3:15])(=[O:14])=[O:13])=[C:8]([Cl:16])[CH:7]=1)=O.Cl.[CH:19]1([O:25][NH2:26])[CH2:24][CH2:23][CH2:22][CH2:21][CH2:20]1, predict the reaction product. The product is: [CH3:1][O:2][C:3](=[O:17])/[C:4](/[C:6]1[CH:11]=[CH:10][C:9]([S:12]([CH3:15])(=[O:14])=[O:13])=[C:8]([Cl:16])[CH:7]=1)=[N:26]/[O:25][CH:19]1[CH2:24][CH2:23][CH2:22][CH2:21][CH2:20]1.